Dataset: Catalyst prediction with 721,799 reactions and 888 catalyst types from USPTO. Task: Predict which catalyst facilitates the given reaction. (1) Reactant: [Cl:1][C:2]1[N:7]=[C:6]([O:8][C:9]2[C:18]3[C:13](=[CH:14][CH:15]=[CH:16][CH:17]=3)[C:12]([NH:19][C:20](=[O:28])OC3C=CC=CC=3)=[CH:11][CH:10]=2)[CH:5]=[CH:4][N:3]=1.[CH:29]([C:32]1[CH:36]=[C:35]([NH2:37])[N:34]([C:38]2[CH:43]=[CH:42][C:41]([CH3:44])=[CH:40][CH:39]=2)[N:33]=1)([CH3:31])[CH3:30]. Product: [Cl:1][C:2]1[N:7]=[C:6]([O:8][C:9]2[C:18]3[C:13](=[CH:14][CH:15]=[CH:16][CH:17]=3)[C:12]([NH:19][C:20]([NH:37][C:35]3[N:34]([C:38]4[CH:43]=[CH:42][C:41]([CH3:44])=[CH:40][CH:39]=4)[N:33]=[C:32]([CH:29]([CH3:31])[CH3:30])[CH:36]=3)=[O:28])=[CH:11][CH:10]=2)[CH:5]=[CH:4][N:3]=1. The catalyst class is: 251. (2) Reactant: Br[CH2:2][C:3]([C:5]1[C:9]([CH3:10])=[C:8]([C:11]2[CH:16]=[CH:15][C:14]([Cl:17])=[CH:13][CH:12]=2)[N:7]([C:18]2[CH:23]=[CH:22][C:21]([Cl:24])=[CH:20][C:19]=2[Cl:25])[N:6]=1)=O.[CH:26]1([C:32]([NH2:34])=[NH:33])[CH2:31][CH2:30][CH2:29][CH2:28][CH2:27]1.C([O-])([O-])=O.[K+].[K+]. Product: [Cl:17][C:14]1[CH:15]=[CH:16][C:11]([C:8]2[N:7]([C:18]3[CH:23]=[CH:22][C:21]([Cl:24])=[CH:20][C:19]=3[Cl:25])[N:6]=[C:5]([C:3]3[NH:33][C:32]([CH:26]4[CH2:31][CH2:30][CH2:29][CH2:28][CH2:27]4)=[N:34][CH:2]=3)[C:9]=2[CH3:10])=[CH:12][CH:13]=1. The catalyst class is: 2. (3) Reactant: [F:1][C:2]1[CH:7]=[CH:6][C:5]([O:8][CH3:9])=[CH:4][C:3]=1[C:10]1[N:15]=[CH:14][C:13]([OH:16])=[CH:12][C:11]=1[CH2:17][C:18]([CH3:21])([CH3:20])[CH3:19].[CH:22]1([CH:25]([C:32]2[CH:37]=[CH:36][N:35]=[C:34]([CH2:38]O)[CH:33]=2)[CH2:26][C:27]([O:29][CH2:30][CH3:31])=[O:28])[CH2:24][CH2:23]1.C1(P(C2C=CC=CC=2)C2C=CC=CC=2)C=CC=CC=1.N(C(OCC)=O)=NC(OCC)=O. Product: [CH:22]1([CH:25]([C:32]2[CH:37]=[CH:36][N:35]=[C:34]([CH2:38][O:16][C:13]3[CH:14]=[N:15][C:10]([C:3]4[CH:4]=[C:5]([O:8][CH3:9])[CH:6]=[CH:7][C:2]=4[F:1])=[C:11]([CH2:17][C:18]([CH3:21])([CH3:20])[CH3:19])[CH:12]=3)[CH:33]=2)[CH2:26][C:27]([O:29][CH2:30][CH3:31])=[O:28])[CH2:24][CH2:23]1. The catalyst class is: 182. (4) Reactant: CN(C(/N=N/C(N(C)C)=O)=O)C.C(OC([N:20]1[CH2:25][CH2:24][N:23]([C:26]2[C:27]([O:32][CH2:33][CH2:34][OH:35])=[N:28][CH:29]=[CH:30][N:31]=2)[CH2:22][CH2:21]1)=O)(C)(C)C.O[C:37]1[CH:46]=[CH:45][CH:44]=[C:43]2[C:38]=1[N:39]=[CH:40][CH:41]=[N:42]2.C1C=CC(P(C2C=CC=CC=2)C2C=CC=CC=2)=CC=1.[ClH:66]. Product: [ClH:66].[N:23]1([C:26]2[C:27]([O:32][CH2:33][CH2:34][O:35][C:37]3[CH:46]=[CH:45][CH:44]=[C:43]4[C:38]=3[N:39]=[CH:40][CH:41]=[N:42]4)=[N:28][CH:29]=[CH:30][N:31]=2)[CH2:22][CH2:21][NH:20][CH2:25][CH2:24]1. The catalyst class is: 1. (5) Reactant: [Cl:1][C:2]1[CH:7]=[C:6]([Cl:8])[CH:5]=[CH:4][C:3]=1[NH:9][C:10]1[N:15]=[CH:14][C:13]([CH:16]=O)=[C:12]([C:18]([F:21])([F:20])[F:19])[CH:11]=1.[F:22][C:23]1[CH:30]=[CH:29][C:26]([CH2:27][NH2:28])=[CH:25][CH:24]=1.C([BH3-])#N.[Na+].C(O)(=O)C. Product: [Cl:1][C:2]1[CH:7]=[C:6]([Cl:8])[CH:5]=[CH:4][C:3]=1[NH:9][C:10]1[CH:11]=[C:12]([C:18]([F:21])([F:20])[F:19])[C:13]([CH2:16][NH:28][CH2:27][C:26]2[CH:29]=[CH:30][C:23]([F:22])=[CH:24][CH:25]=2)=[CH:14][N:15]=1. The catalyst class is: 100. (6) Reactant: Br[CH2:2][C:3](=O)[C:4]([O:6][CH2:7][CH3:8])=[O:5].C(=O)(O)[O-].[Na+].[C:15]([N:18]1[CH2:23][CH2:22][C@H:21]([NH:24][C:25](=[O:34])[O:26][CH2:27][C:28]2[CH:33]=[CH:32][CH:31]=[CH:30][CH:29]=2)[C@H:20]([O:35][CH3:36])[CH2:19]1)(=[O:17])[NH2:16]. Product: [CH2:27]([O:26][C:25]([NH:24][C@H:21]1[CH2:22][CH2:23][N:18]([C:15]2[O:17][CH:2]=[C:3]([C:4]([O:6][CH2:7][CH3:8])=[O:5])[N:16]=2)[CH2:19][C@H:20]1[O:35][CH3:36])=[O:34])[C:28]1[CH:33]=[CH:32][CH:31]=[CH:30][CH:29]=1. The catalyst class is: 1. (7) Reactant: C(OC[N:9]1[CH:13]=[C:12]([C:14]2[S:15][C:16]([NH:22][C:23]3[CH:28]=[CH:27][CH:26]=[C:25]([CH2:29][N:30]4[CH2:35][CH2:34][O:33][CH2:32][CH2:31]4)[N:24]=3)=[C:17]([C:19]([NH2:21])=[O:20])[CH:18]=2)[N:11]=[N:10]1)(=O)C(C)(C)C.[OH-].[Na+].Cl. Product: [N:30]1([CH2:29][C:25]2[N:24]=[C:23]([NH:22][C:16]3[S:15][C:14]([C:12]4[N:11]=[N:10][NH:9][CH:13]=4)=[CH:18][C:17]=3[C:19]([NH2:21])=[O:20])[CH:28]=[CH:27][CH:26]=2)[CH2:31][CH2:32][O:33][CH2:34][CH2:35]1. The catalyst class is: 24.